This data is from Forward reaction prediction with 1.9M reactions from USPTO patents (1976-2016). The task is: Predict the product of the given reaction. (1) The product is: [Cl:1][C:2]1[N:3]=[C:4]([NH:22][CH3:21])[C:5]2[CH2:11][O:10][CH2:9][CH:8]([C:12]3[CH:17]=[CH:16][C:15]([F:18])=[C:14]([F:19])[CH:13]=3)[C:6]=2[N:7]=1. Given the reactants [Cl:1][C:2]1[N:3]=[C:4](Cl)[C:5]2[CH2:11][O:10][CH2:9][CH:8]([C:12]3[CH:17]=[CH:16][C:15]([F:18])=[C:14]([F:19])[CH:13]=3)[C:6]=2[N:7]=1.[CH3:21][NH2:22], predict the reaction product. (2) Given the reactants [O:1]1[CH2:6][CH:5]=[C:4]([C:7]2[CH:8]=[C:9]3[C:14](=[N:15][C:16]=2[CH:17]([O:20][CH3:21])[O:18][CH3:19])[NH:13][CH2:12][CH2:11][CH2:10]3)[CH2:3][CH2:2]1.[H][H], predict the reaction product. The product is: [CH3:21][O:20][CH:17]([O:18][CH3:19])[C:16]1[N:15]=[C:14]2[C:9]([CH2:10][CH2:11][CH2:12][NH:13]2)=[CH:8][C:7]=1[CH:4]1[CH2:3][CH2:2][O:1][CH2:6][CH2:5]1.